This data is from Forward reaction prediction with 1.9M reactions from USPTO patents (1976-2016). The task is: Predict the product of the given reaction. (1) Given the reactants [CH3:1][Mg]Cl.[Br:4][C:5]1[CH:6]=[C:7]2[C:17](=[C:18]([F:20])[CH:19]=1)[O:16][C:10]1[CH:11]=[N:12][C:13]([Cl:15])=[CH:14][C:9]=1[C:8]2=[O:21], predict the reaction product. The product is: [Br:4][C:5]1[CH:6]=[C:7]2[C:17](=[C:18]([F:20])[CH:19]=1)[O:16][C:10]1[CH:11]=[N:12][C:13]([Cl:15])=[CH:14][C:9]=1[C:8]2([CH3:1])[OH:21]. (2) Given the reactants C([O:3][C:4]([C:6]1([S:20]([C:23]2[CH:28]=[CH:27][C:26]([O:29][CH2:30][C:31]#[CH:32])=[CH:25][CH:24]=2)(=[O:22])=[O:21])[CH2:11][CH2:10][N:9]([CH2:12][C:13]2[CH:18]=[CH:17][C:16]([Br:19])=[CH:15][CH:14]=2)[CH2:8][CH2:7]1)=[O:5])C.CO.[OH-].[Na+], predict the reaction product. The product is: [Br:19][C:16]1[CH:15]=[CH:14][C:13]([CH2:12][N:9]2[CH2:10][CH2:11][C:6]([S:20]([C:23]3[CH:24]=[CH:25][C:26]([O:29][CH2:30][C:31]#[CH:32])=[CH:27][CH:28]=3)(=[O:22])=[O:21])([C:4]([OH:5])=[O:3])[CH2:7][CH2:8]2)=[CH:18][CH:17]=1.